This data is from Catalyst prediction with 721,799 reactions and 888 catalyst types from USPTO. The task is: Predict which catalyst facilitates the given reaction. (1) Reactant: [Cl:1][C:2]1[CH:7]=[CH:6][CH:5]=[CH:4][C:3]=1[N:8]1[C:12]([O:13][C:14]2[CH:19]=[CH:18][CH:17]=[CH:16][C:15]=2[NH:20][C:21](=[O:42])[NH:22][C:23]2[CH:28]=[CH:27][C:26]([CH:29]3[CH2:34][CH2:33][N:32](C(OC(C)(C)C)=O)[CH2:31][CH2:30]3)=[CH:25][CH:24]=2)=[CH:11][C:10]([CH3:43])=[N:9]1. Product: [Cl:1][C:2]1[CH:7]=[CH:6][CH:5]=[CH:4][C:3]=1[N:8]1[C:12]([O:13][C:14]2[CH:19]=[CH:18][CH:17]=[CH:16][C:15]=2[NH:20][C:21]([NH:22][C:23]2[CH:24]=[CH:25][C:26]([CH:29]3[CH2:34][CH2:33][NH:32][CH2:31][CH2:30]3)=[CH:27][CH:28]=2)=[O:42])=[CH:11][C:10]([CH3:43])=[N:9]1. The catalyst class is: 557. (2) Reactant: C(N(CC)CC)C.C(O)=O.ClC1C=CC=CC=1.[C:18]([NH:37][CH:38]([C:44](=[O:60])[CH2:45][CH2:46][CH2:47][CH2:48][CH2:49][CH2:50][CH2:51][CH2:52][CH2:53][CH2:54][CH2:55][CH2:56][CH2:57][CH2:58][CH3:59])[C:39]([O:41][CH2:42][CH3:43])=[O:40])(=[O:36])[CH2:19][CH2:20][CH2:21][CH2:22][CH2:23][CH2:24][CH2:25][CH2:26][CH2:27][CH2:28][CH2:29][CH2:30][CH2:31][CH2:32][CH2:33][CH2:34][CH3:35]. Product: [C:18]([NH:37][C@H:38]([C@H:44]([OH:60])[CH2:45][CH2:46][CH2:47][CH2:48][CH2:49][CH2:50][CH2:51][CH2:52][CH2:53][CH2:54][CH2:55][CH2:56][CH2:57][CH2:58][CH3:59])[C:39]([O:41][CH2:42][CH3:43])=[O:40])(=[O:36])[CH2:19][CH2:20][CH2:21][CH2:22][CH2:23][CH2:24][CH2:25][CH2:26][CH2:27][CH2:28][CH2:29][CH2:30][CH2:31][CH2:32][CH2:33][CH2:34][CH3:35]. The catalyst class is: 6. (3) Reactant: [CH:1]1([NH:5][S:6]([C:9]2[CH:14]=[C:13]([O:15][C:16]3[C:21]([Cl:22])=[CH:20][C:19]([N+:23]([O-])=O)=[CH:18][C:17]=3[Cl:26])[CH:12]=[CH:11][C:10]=2[OH:27])(=[O:8])=[O:7])[CH2:4][CH2:3][CH2:2]1.[H][H]. Product: [NH2:23][C:19]1[CH:18]=[C:17]([Cl:26])[C:16]([O:15][C:13]2[CH:12]=[CH:11][C:10]([OH:27])=[C:9]([S:6]([NH:5][CH:1]3[CH2:4][CH2:3][CH2:2]3)(=[O:8])=[O:7])[CH:14]=2)=[C:21]([Cl:22])[CH:20]=1. The catalyst class is: 29. (4) Reactant: [NH2:1][C:2]1[C:9]([Cl:10])=[CH:8][C:7]([NH2:11])=[CH:6][C:3]=1[C:4]#[N:5].Br[CH2:13][CH2:14][O:15][CH2:16][CH2:17]Br.C(N(CC)C(C)C)(C)C.C(=O)(O)[O-]. Product: [NH2:1][C:2]1[C:9]([Cl:10])=[CH:8][C:7]([N:11]2[CH2:17][CH2:16][O:15][CH2:14][CH2:13]2)=[CH:6][C:3]=1[C:4]#[N:5]. The catalyst class is: 9. (5) Product: [C:1]([C@@H:4]1[CH2:7][C@H:6]([C:8]([N:26]=[N+:27]=[N-:28])=[O:9])[C:5]1([CH3:12])[CH3:11])(=[O:3])[CH3:2]. Reactant: [C:1]([C@@H:4]1[CH2:7][C@H:6]([C:8](O)=[O:9])[C:5]1([CH3:12])[CH3:11])(=[O:3])[CH3:2].CCN(CC)CC.ClC(OCC)=O.[N-:26]=[N+:27]=[N-:28].[Na+].[O-]S([O-])(=O)=O.[Na+].[Na+].C(O)C1C=CC=CC=1. The catalyst class is: 95. (6) Reactant: CCN(C(C)C)C(C)C.[OH:10][C:11]1[CH:12]=[CH:13][CH:14]=[C:15]2[C:20]=1[O:19][C:18](=[O:21])[C:17]([C:22]([OH:24])=O)=[CH:16]2.CN(C(ON1N=NC2C=CC=NC1=2)=[N+](C)C)C.F[P-](F)(F)(F)(F)F.[CH2:49]([N:56]1[CH:60]=[C:59]([C:61]2[CH:62]=[C:63]([NH2:67])[CH:64]=[CH:65][CH:66]=2)[CH:58]=[N:57]1)[C:50]1[CH:55]=[CH:54][CH:53]=[CH:52][CH:51]=1. Product: [CH2:49]([N:56]1[CH:60]=[C:59]([C:61]2[CH:62]=[C:63]([NH:67][C:22]([C:17]3[C:18](=[O:21])[O:19][C:20]4[C:15]([CH:16]=3)=[CH:14][CH:13]=[CH:12][C:11]=4[OH:10])=[O:24])[CH:64]=[CH:65][CH:66]=2)[CH:58]=[N:57]1)[C:50]1[CH:51]=[CH:52][CH:53]=[CH:54][CH:55]=1. The catalyst class is: 3.